Dataset: Full USPTO retrosynthesis dataset with 1.9M reactions from patents (1976-2016). Task: Predict the reactants needed to synthesize the given product. Given the product [F:25][C:8]1([F:26])[C:7]2[S:6][C:5]([C:3]([NH2:27])=[O:2])=[N:14][C:13]=2[C:12]2[CH:15]=[C:16]([C:19]#[C:20][C:21]([OH:24])([CH3:23])[CH3:22])[CH:17]=[CH:18][C:11]=2[O:10][CH2:9]1, predict the reactants needed to synthesize it. The reactants are: C[O:2][C:3]([C:5]1[S:6][C:7]2[C:8]([F:26])([F:25])[CH2:9][O:10][C:11]3[CH:18]=[CH:17][C:16]([C:19]#[C:20][C:21]([OH:24])([CH3:23])[CH3:22])=[CH:15][C:12]=3[C:13]=2[N:14]=1)=O.[NH3:27].CO.